This data is from NCI-60 drug combinations with 297,098 pairs across 59 cell lines. The task is: Regression. Given two drug SMILES strings and cell line genomic features, predict the synergy score measuring deviation from expected non-interaction effect. (1) Drug 1: CC1C(C(CC(O1)OC2CC(OC(C2O)C)OC3=CC4=CC5=C(C(=O)C(C(C5)C(C(=O)C(C(C)O)O)OC)OC6CC(C(C(O6)C)O)OC7CC(C(C(O7)C)O)OC8CC(C(C(O8)C)O)(C)O)C(=C4C(=C3C)O)O)O)O. Drug 2: COC1=C2C(=CC3=C1OC=C3)C=CC(=O)O2. Cell line: SW-620. Synergy scores: CSS=32.1, Synergy_ZIP=2.17, Synergy_Bliss=2.04, Synergy_Loewe=-37.3, Synergy_HSA=-0.0617. (2) Drug 1: CCC1=CC2CC(C3=C(CN(C2)C1)C4=CC=CC=C4N3)(C5=C(C=C6C(=C5)C78CCN9C7C(C=CC9)(C(C(C8N6C)(C(=O)OC)O)OC(=O)C)CC)OC)C(=O)OC.C(C(C(=O)O)O)(C(=O)O)O. Drug 2: CC1C(C(CC(O1)OC2CC(OC(C2O)C)OC3=CC4=CC5=C(C(=O)C(C(C5)C(C(=O)C(C(C)O)O)OC)OC6CC(C(C(O6)C)O)OC7CC(C(C(O7)C)O)OC8CC(C(C(O8)C)O)(C)O)C(=C4C(=C3C)O)O)O)O. Cell line: HT29. Synergy scores: CSS=64.9, Synergy_ZIP=1.45, Synergy_Bliss=3.65, Synergy_Loewe=-1.17, Synergy_HSA=2.00. (3) Drug 1: CNC(=O)C1=CC=CC=C1SC2=CC3=C(C=C2)C(=NN3)C=CC4=CC=CC=N4. Drug 2: CN(C(=O)NC(C=O)C(C(C(CO)O)O)O)N=O. Cell line: A498. Synergy scores: CSS=-0.761, Synergy_ZIP=-2.31, Synergy_Bliss=-4.93, Synergy_Loewe=-12.8, Synergy_HSA=-5.57. (4) Drug 1: CC1=C(C(=O)C2=C(C1=O)N3CC4C(C3(C2COC(=O)N)OC)N4)N. Drug 2: CC1CCCC2(C(O2)CC(NC(=O)CC(C(C(=O)C(C1O)C)(C)C)O)C(=CC3=CSC(=N3)C)C)C. Cell line: KM12. Synergy scores: CSS=37.2, Synergy_ZIP=-9.01, Synergy_Bliss=-17.3, Synergy_Loewe=-21.5, Synergy_HSA=-13.5. (5) Drug 1: C1C(C(OC1N2C=NC3=C(N=C(N=C32)Cl)N)CO)O. Drug 2: CS(=O)(=O)CCNCC1=CC=C(O1)C2=CC3=C(C=C2)N=CN=C3NC4=CC(=C(C=C4)OCC5=CC(=CC=C5)F)Cl. Cell line: RPMI-8226. Synergy scores: CSS=37.8, Synergy_ZIP=0.257, Synergy_Bliss=-0.938, Synergy_Loewe=-14.9, Synergy_HSA=-1.46. (6) Drug 1: CCCS(=O)(=O)NC1=C(C(=C(C=C1)F)C(=O)C2=CNC3=C2C=C(C=N3)C4=CC=C(C=C4)Cl)F. Drug 2: CC(C)(C#N)C1=CC(=CC(=C1)CN2C=NC=N2)C(C)(C)C#N. Cell line: NCI-H522. Synergy scores: CSS=5.28, Synergy_ZIP=-1.19, Synergy_Bliss=-0.336, Synergy_Loewe=-1.72, Synergy_HSA=-0.428. (7) Drug 1: CC1OCC2C(O1)C(C(C(O2)OC3C4COC(=O)C4C(C5=CC6=C(C=C35)OCO6)C7=CC(=C(C(=C7)OC)O)OC)O)O. Drug 2: CC1=C(C=C(C=C1)NC(=O)C2=CC=C(C=C2)CN3CCN(CC3)C)NC4=NC=CC(=N4)C5=CN=CC=C5. Cell line: HT29. Synergy scores: CSS=18.3, Synergy_ZIP=1.28, Synergy_Bliss=6.19, Synergy_Loewe=0.0953, Synergy_HSA=5.79.